Dataset: Full USPTO retrosynthesis dataset with 1.9M reactions from patents (1976-2016). Task: Predict the reactants needed to synthesize the given product. (1) Given the product [Cl:1][C:2]1[CH:7]=[CH:6][C:5]([S:8]([N:11]2[C:15]3=[N:16][CH:17]=[CH:18][CH:19]=[C:14]3[C:13]([CH2:20][C:21]([OH:23])=[O:22])=[C:12]2[CH2:24][CH3:27])(=[O:9])=[O:10])=[CH:4][C:3]=1[C:25]#[N:26], predict the reactants needed to synthesize it. The reactants are: [Cl:1][C:2]1[CH:7]=[CH:6][C:5]([S:8]([N:11]2[C:15]3=[N:16][CH:17]=[CH:18][CH:19]=[C:14]3[C:13]([CH2:20][C:21]([OH:23])=[O:22])=[C:12]2[CH3:24])(=[O:10])=[O:9])=[CH:4][C:3]=1[C:25]#[N:26].[CH3:27]OC(=O)CC1C2C(=NC=CC=2)NC=1CC. (2) Given the product [F:1][C:2]([F:19])([F:18])[C:3]([N:5]1[CH2:11][CH2:10][C:9]2[CH:12]=[CH:13][C:14]([CH:16]=[O:21])=[CH:15][C:8]=2[CH2:7][CH2:6]1)=[O:4], predict the reactants needed to synthesize it. The reactants are: [F:1][C:2]([F:19])([F:18])[C:3]([N:5]1[CH2:11][CH2:10][C:9]2[CH:12]=[CH:13][C:14]([C:16]#N)=[CH:15][C:8]=2[CH2:7][CH2:6]1)=[O:4].C(O)=[O:21]. (3) Given the product [CH3:1][CH2:2][N:3]([CH2:6][CH2:7][NH:8][C:9]([C:11]1[C:12]([CH3:29])=[C:13](/[CH:17]=[C:18]2/[C:19]3[CH:20]=[C:21]([F:28])[CH:22]=[CH:23][C:24]=3[NH:25][C:26]/2=[O:27])[NH:14][C:15]=1[CH3:16])=[O:10])[CH2:4][CH3:5].[C:31]([O-:33])(=[O:32])[CH2:30][C:36]([O-:10])=[O:37], predict the reactants needed to synthesize it. The reactants are: [CH3:1][CH2:2][N:3]([CH2:6][CH2:7][NH:8][C:9]([C:11]1[C:12]([CH3:29])=[C:13](/[CH:17]=[C:18]2/[C:19]3[CH:20]=[C:21]([F:28])[CH:22]=[CH:23][C:24]=3[NH:25][C:26]/2=[O:27])[NH:14][C:15]=1[CH3:16])=[O:10])[CH2:4][CH3:5].[C:30](O)(=O)[C:31]([OH:33])=[O:32].[CH3:36][OH:37]. (4) Given the product [O:1]=[C:2]1[CH2:7][CH2:6][CH2:5][CH2:4][C@H:3]1[NH:8][C:9]([CH:11]1[O:16][CH2:15][CH2:14][N:13]([CH2:17][C:18]2[CH:19]=[CH:20][CH:21]=[CH:22][CH:23]=2)[CH2:12]1)=[O:10], predict the reactants needed to synthesize it. The reactants are: [OH:1][C@@H:2]1[CH2:7][CH2:6][CH2:5][CH2:4][C@H:3]1[NH:8][C:9]([CH:11]1[O:16][CH2:15][CH2:14][N:13]([CH2:17][C:18]2[CH:23]=[CH:22][CH:21]=[CH:20][CH:19]=2)[CH2:12]1)=[O:10].[Cr](Cl)([O-])(=O)=O.[NH+]1C=CC=CC=1. (5) Given the product [F:13][C:14]1[CH:15]=[C:16]([CH:20]=[C:9]2[C:10](=[O:11])[O:12][C:6]([C:2]3[S:1][CH:5]=[CH:4][CH:3]=3)=[N:8]2)[CH:17]=[N:18][CH:19]=1, predict the reactants needed to synthesize it. The reactants are: [S:1]1[CH:5]=[CH:4][CH:3]=[C:2]1[C:6]([NH:8][CH2:9][C:10]([OH:12])=[O:11])=O.[F:13][C:14]1[CH:15]=[C:16]([CH:20]=O)[CH:17]=[N:18][CH:19]=1.C([O-])(=O)C.[Na+].C(OC(=O)C)(=O)C. (6) The reactants are: Br[C:2]1[N:7]2[N:8]=[C:9]([NH2:11])[N:10]=[C:6]2[CH:5]=[CH:4][CH:3]=1.C([Li])CCC.CON(C)[C:20]([CH:22]1[CH2:27][CH2:26][O:25][CH2:24][CH2:23]1)=[O:21]. Given the product [NH2:11][C:9]1[N:10]=[C:6]2[CH:5]=[CH:4][CH:3]=[C:2]([C:20]([CH:22]3[CH2:27][CH2:26][O:25][CH2:24][CH2:23]3)=[O:21])[N:7]2[N:8]=1, predict the reactants needed to synthesize it. (7) Given the product [NH2:9][C:7]1[CH:6]=[CH:5][C:4]([N:12]2[CH:16]=[C:15]([CH2:17][OH:18])[N:14]=[CH:13]2)=[C:3]([O:2][CH3:1])[CH:8]=1, predict the reactants needed to synthesize it. The reactants are: [CH3:1][O:2][C:3]1[CH:8]=[C:7]([N+:9]([O-])=O)[CH:6]=[CH:5][C:4]=1[N:12]1[CH:16]=[C:15]([CH2:17][OH:18])[N:14]=[CH:13]1.